This data is from Full USPTO retrosynthesis dataset with 1.9M reactions from patents (1976-2016). The task is: Predict the reactants needed to synthesize the given product. (1) Given the product [ClH:31].[CH2:1]([C:5]1([N:24]([CH3:26])[CH3:25])[CH2:6][CH2:7][CH:8]([C:11]2[NH:12][C:13]3[C:18]([C:19]=2[CH2:20][CH2:21][CH2:22][OH:23])=[CH:17][CH:16]=[CH:15][CH:14]=3)[CH2:9][CH2:10]1)[CH2:2][CH2:3][CH3:4], predict the reactants needed to synthesize it. The reactants are: [CH2:1]([C:5]1([N:24]([CH3:26])[CH3:25])[CH2:10][CH2:9][CH:8]([C:11]2[NH:12][C:13]3[C:18]([C:19]=2[CH2:20][CH2:21][CH2:22][OH:23])=[CH:17][CH:16]=[CH:15][CH:14]=3)[CH2:7][CH2:6]1)[CH2:2][CH2:3][CH3:4].[Si]([Cl:31])(C)(C)C. (2) Given the product [NH2:1][C:2]1[C:7]([NH2:8])=[C:6]([CH:11]2[CH2:12][CH2:13][N:14]([C:17]([O:19][C:20]([CH3:23])([CH3:22])[CH3:21])=[O:18])[CH2:15][CH2:16]2)[CH:5]=[CH:4][N:3]=1, predict the reactants needed to synthesize it. The reactants are: [NH2:1][C:2]1[C:7]([N+:8]([O-])=O)=[C:6]([C:11]2[CH2:16][CH2:15][N:14]([C:17]([O:19][C:20]([CH3:23])([CH3:22])[CH3:21])=[O:18])[CH2:13][CH:12]=2)[CH:5]=[CH:4][N:3]=1.